This data is from Forward reaction prediction with 1.9M reactions from USPTO patents (1976-2016). The task is: Predict the product of the given reaction. (1) Given the reactants [Cl:1][C:2]1[CH:7]=[CH:6][C:5]([C:8]2[C:13]([CH3:14])=[N:12][NH:11][C:10](=O)[C:9]=2[C:16]2[C:21]([F:22])=[CH:20][C:19]([O:23][CH3:24])=[CH:18][C:17]=2[F:25])=[CH:4][CH:3]=1.P(Cl)(Cl)([Cl:28])=O, predict the reaction product. The product is: [Cl:28][C:10]1[N:11]=[N:12][C:13]([CH3:14])=[C:8]([C:5]2[CH:6]=[CH:7][C:2]([Cl:1])=[CH:3][CH:4]=2)[C:9]=1[C:16]1[C:21]([F:22])=[CH:20][C:19]([O:23][CH3:24])=[CH:18][C:17]=1[F:25]. (2) Given the reactants [CH2:1]([O:3][C:4]([C:6]1[N:7]([CH3:27])[CH:8]=[C:9]([C:25]#[N:26])[C:10]=1[C:11]1[CH:16]=[CH:15][C:14]([O:17][CH2:18][C:19]2[CH:24]=[CH:23][CH:22]=[CH:21][CH:20]=2)=[CH:13][CH:12]=1)=[O:5])[CH3:2].C1C(=O)N([Br:35])C(=O)C1.O, predict the reaction product. The product is: [CH2:1]([O:3][C:4]([C:6]1[N:7]([CH3:27])[C:8]([Br:35])=[C:9]([C:25]#[N:26])[C:10]=1[C:11]1[CH:16]=[CH:15][C:14]([O:17][CH2:18][C:19]2[CH:24]=[CH:23][CH:22]=[CH:21][CH:20]=2)=[CH:13][CH:12]=1)=[O:5])[CH3:2]. (3) Given the reactants O1[C:5]2([CH2:10][CH2:9][C:8]([C:11]3[CH:20]=[CH:19][C:14]([C:15]([O:17][CH3:18])=[O:16])=[CH:13][CH:12]=3)=[CH:7][CH2:6]2)[O:4]CC1.C1(C)C=CC(S(O)(=O)=O)=CC=1, predict the reaction product. The product is: [O:4]=[C:5]1[CH2:10][CH2:9][C:8]([C:11]2[CH:12]=[CH:13][C:14]([C:15]([O:17][CH3:18])=[O:16])=[CH:19][CH:20]=2)=[CH:7][CH2:6]1. (4) Given the reactants Br[C:2]1[CH:32]=[CH:31][C:5]([CH2:6][O:7][C:8]2[CH:13]=[CH:12][C:11]([C@@H:14]3[C@@H:17]([CH2:18][CH2:19][C:20](Cl)=[O:21])[C:16](=[O:23])[N:15]3[C:24]3[CH:29]=[CH:28][C:27]([F:30])=[CH:26][CH:25]=3)=[CH:10][CH:9]=2)=[CH:4][CH:3]=1.Cl.[CH3:34][O:35][NH:36][CH3:37].C(N(CC)CC)C, predict the reaction product. The product is: [CH2:6]([O:7][C:8]1[CH:13]=[CH:12][C:11]([C@@H:14]2[C@@H:17]([CH2:18][CH2:19][C:20]([N:36]([O:35][CH3:34])[CH3:37])=[O:21])[C:16](=[O:23])[N:15]2[C:24]2[CH:29]=[CH:28][C:27]([F:30])=[CH:26][CH:25]=2)=[CH:10][CH:9]=1)[C:5]1[CH:31]=[CH:32][CH:2]=[CH:3][CH:4]=1.